Task: Regression. Given a peptide amino acid sequence and an MHC pseudo amino acid sequence, predict their binding affinity value. This is MHC class II binding data.. Dataset: Peptide-MHC class II binding affinity with 134,281 pairs from IEDB (1) The peptide sequence is TVAVGLHFHEMNNGG. The MHC is HLA-DQA10501-DQB10402 with pseudo-sequence HLA-DQA10501-DQB10402. The binding affinity (normalized) is 0.526. (2) The peptide sequence is AMYMALIAAFSIRPGK. The MHC is DRB1_0701 with pseudo-sequence DRB1_0701. The binding affinity (normalized) is 0.787. (3) The peptide sequence is VLYNMIDIMISWIRS. The MHC is DRB1_0101 with pseudo-sequence DRB1_0101. The binding affinity (normalized) is 0.233.